From a dataset of Forward reaction prediction with 1.9M reactions from USPTO patents (1976-2016). Predict the product of the given reaction. (1) Given the reactants CN([CH:4]=[C:5]1[CH2:11][CH2:10][CH2:9][CH2:8][CH2:7][C:6]1=O)C.Cl.Cl.[CH3:15][N:16]1[C:20]([C:21]2[CH:22]=[C:23]([N:27]=[C:28]([NH2:30])[NH2:29])[CH:24]=[CH:25][CH:26]=2)=[CH:19][N:18]=[C:17]1[CH3:31].C[O-].[Na+], predict the reaction product. The product is: [CH3:15][N:16]1[C:20]([C:21]2[CH:22]=[C:23]([NH:27][C:28]3[N:30]=[CH:4][C:5]4[CH2:11][CH2:10][CH2:9][CH2:8][CH2:7][C:6]=4[N:29]=3)[CH:24]=[CH:25][CH:26]=2)=[CH:19][N:18]=[C:17]1[CH3:31]. (2) Given the reactants [CH2:1]([CH:4]1[CH2:9][CH2:8][N:7]([C:10]([O:12][C:13]2[CH:18]=[CH:17][CH:16]=[CH:15][CH:14]=2)=[O:11])[CH2:6][CH2:5]1)[C:2]#[CH:3].I[C:20]1[N:21]=[C:22]([NH2:38])[C:23]2[N:24]=[CH:25][N:26]([C:36]=2[N:37]=1)[C@@H:27]1[O:35][C@H:32]([CH2:33][OH:34])[C@@H:30]([OH:31])[C@H:28]1[OH:29], predict the reaction product. The product is: [O:12]([C:10]([N:7]1[CH2:6][CH2:5][CH:4]([CH2:1][C:2]#[C:3][C:20]2[N:21]=[C:22]([NH2:38])[C:23]3[N:24]=[CH:25][N:26]([C:36]=3[N:37]=2)[C@@H:27]2[O:35][C@H:32]([CH2:33][OH:34])[C@@H:30]([OH:31])[C@H:28]2[OH:29])[CH2:9][CH2:8]1)=[O:11])[C:13]1[CH:14]=[CH:15][CH:16]=[CH:17][CH:18]=1. (3) Given the reactants [CH3:1][C:2]1[CH:14]=[CH:13][C:5]([O:6][CH:7]2[CH2:12][CH2:11][CH2:10][CH2:9][O:8]2)=[CH:4][C:3]=1[N+:15]([O-])=O, predict the reaction product. The product is: [CH3:1][C:2]1[CH:14]=[CH:13][C:5]([O:6][CH:7]2[CH2:12][CH2:11][CH2:10][CH2:9][O:8]2)=[CH:4][C:3]=1[NH2:15]. (4) Given the reactants C([CH:3]([NH:13][C:14]1[CH:19]=[CH:18][CH:17]=[CH:16][C:15]=1[OH:20])[CH2:4][NH:5][C:6](=[O:12])OC(C)(C)C)C.Cl.[C:22](OC(=O)C)(=O)[CH3:23].CO.[CH:31](Cl)(Cl)Cl, predict the reaction product. The product is: [CH2:22]([C:19]1[C:14]([NH:13][CH2:3][CH2:4][NH:5][C:6](=[O:12])[CH3:31])=[C:15]([OH:20])[CH:16]=[CH:17][CH:18]=1)[CH3:23]. (5) Given the reactants [Br:1][C:2]1[CH:11]=[C:10]2[C:5]([C:6](Cl)=[C:7]([N+:12]([O-:14])=[O:13])[CH:8]=[N:9]2)=[CH:4][CH:3]=1.C(N(CC)CC)C.[CH2:23]([NH2:26])[CH2:24][NH2:25].[C:27](O[C:27]([O:29][C:30]([CH3:33])([CH3:32])[CH3:31])=[O:28])([O:29][C:30]([CH3:33])([CH3:32])[CH3:31])=[O:28], predict the reaction product. The product is: [Br:1][C:2]1[CH:11]=[C:10]2[C:5]([C:6]([NH:25][CH2:24][CH2:23][NH:26][C:27](=[O:28])[O:29][C:30]([CH3:33])([CH3:32])[CH3:31])=[C:7]([N+:12]([O-:14])=[O:13])[CH:8]=[N:9]2)=[CH:4][CH:3]=1. (6) The product is: [Br:1][C:2]1[CH:7]=[CH:6][C:5]([S:8]([NH:17][CH:13]2[CH2:16][CH2:15][CH2:14]2)(=[O:10])=[O:9])=[C:4]([F:12])[CH:3]=1. Given the reactants [Br:1][C:2]1[CH:7]=[CH:6][C:5]([S:8](Cl)(=[O:10])=[O:9])=[C:4]([F:12])[CH:3]=1.[CH:13]1([NH2:17])[CH2:16][CH2:15][CH2:14]1, predict the reaction product.